From a dataset of Full USPTO retrosynthesis dataset with 1.9M reactions from patents (1976-2016). Predict the reactants needed to synthesize the given product. (1) Given the product [CH2:1]([O:5][CH2:6][CH2:7][O:8][C:9]1[CH:10]=[CH:11][C:12]([C:15]2[CH:16]=[CH:17][C:18]3[NH:24][CH2:23][CH2:22][C:21]([C:31]([NH:33][C:34]4[CH:39]=[CH:38][C:37]([CH:40]([OH:48])[C:41]5[CH:46]=[CH:45][CH:44]=[CH:43][N+:42]=5[O-:47])=[C:36]([CH3:49])[CH:35]=4)=[O:32])=[CH:20][C:19]=3[CH:50]=2)=[CH:13][CH:14]=1)[CH2:2][CH2:3][CH3:4], predict the reactants needed to synthesize it. The reactants are: [CH2:1]([O:5][CH2:6][CH2:7][O:8][C:9]1[CH:14]=[CH:13][C:12]([C:15]2[CH:16]=[CH:17][C:18]3[N:24](C(=O)C(F)(F)F)[CH2:23][CH2:22][C:21]([C:31]([NH:33][C:34]4[CH:39]=[CH:38][C:37]([CH:40]([OH:48])[C:41]5[CH:46]=[CH:45][CH:44]=[CH:43][N+:42]=5[O-:47])=[C:36]([CH3:49])[CH:35]=4)=[O:32])=[CH:20][C:19]=3[CH:50]=2)=[CH:11][CH:10]=1)[CH2:2][CH2:3][CH3:4].[BH4-].[Na+]. (2) Given the product [CH3:17][C@@H:18]1[CH2:23][CH2:22][CH2:21][N:20]([C:7]([C:6]2[CH:10]=[C:2]([CH3:1])[CH:3]=[CH:4][C:5]=2[N:11]2[C:15]([CH3:16])=[N:14][CH:13]=[N:12]2)=[O:9])[C@@H:19]1[CH2:24][NH:25][C:26]1[CH:31]=[CH:30][C:29]([C:32]([F:35])([F:33])[F:34])=[CH:28][N:27]=1, predict the reactants needed to synthesize it. The reactants are: [CH3:1][C:2]1[CH:3]=[CH:4][C:5]([N:11]2[C:15]([CH3:16])=[N:14][CH:13]=[N:12]2)=[C:6]([CH:10]=1)[C:7]([OH:9])=O.[CH3:17][C@@H:18]1[CH2:23][CH2:22][CH2:21][NH:20][C@@H:19]1[CH2:24][NH:25][C:26]1[CH:31]=[CH:30][C:29]([C:32]([F:35])([F:34])[F:33])=[CH:28][N:27]=1. (3) Given the product [F:1][C:2]1[CH:14]=[CH:13][C:12]2[C:11]3[C:6](=[CH:7][C:8]([F:15])=[CH:9][CH:10]=3)[N:5]([CH2:18][CH:20]3[CH2:21][O:22]3)[C:4]=2[CH:3]=1, predict the reactants needed to synthesize it. The reactants are: [F:1][C:2]1[CH:14]=[CH:13][C:12]2[C:11]3[C:6](=[CH:7][C:8]([F:15])=[CH:9][CH:10]=3)[NH:5][C:4]=2[CH:3]=1.[OH-].[K+].[CH2:18]([CH:20]1[O:22][CH2:21]1)Br. (4) Given the product [NH2:14][C:9]([C:10]1[O:12][N:44]=[C:43]([C:41]2[S:42][C:37]3[C:36]([N:47]4[CH2:52][CH2:51][O:50][CH2:49][CH2:48]4)=[N:35][C:34]([C:31]4[CH:32]=[N:33][C:28]([NH2:27])=[N:29][CH:30]=4)=[N:39][C:38]=3[CH:40]=2)[N:45]=1)([CH3:8])[CH3:13], predict the reactants needed to synthesize it. The reactants are: C([CH2:8][C:9]([NH2:14])([CH3:13])[C:10]([OH:12])=O)(OC(C)(C)C)=O.C1N=CN(C(N2C=NC=C2)=O)C=1.[NH2:27][C:28]1[N:33]=[CH:32][C:31]([C:34]2[N:35]=[C:36]([N:47]3[CH2:52][CH2:51][O:50][CH2:49][CH2:48]3)[C:37]3[S:42][C:41]([C:43](=[N:45]O)[NH2:44])=[CH:40][C:38]=3[N:39]=2)=[CH:30][N:29]=1. (5) Given the product [NH2:1][C@H:2]([C:8]([OH:10])=[O:9])[CH2:3][CH2:4][CH2:5][CH2:6][NH2:7].[F:11][C:12]([F:17])([F:16])[C:13]([OH:15])=[O:14].[CH2:18]([NH:26][CH2:27][C:28]1[C:29]2[C:34](=[CH:33][CH:32]=[CH:31][CH:30]=2)[C:35]([Cl:42])=[C:36]2[C:41]=1[CH:40]=[CH:39][CH:38]=[CH:37]2)[CH2:19][CH2:20][CH2:21][CH2:22][CH3:23], predict the reactants needed to synthesize it. The reactants are: [NH2:1][C@H:2]([C:8]([OH:10])=[O:9])[CH2:3][CH2:4][CH2:5][CH2:6][NH2:7].[F:11][C:12]([F:17])([F:16])[C:13]([OH:15])=[O:14].[CH2:18]([NH:26][CH2:27][C:28]1[C:41]2[C:36](=[CH:37][CH:38]=[CH:39][CH:40]=2)[C:35]([Cl:42])=[C:34]2[C:29]=1[CH:30]=[CH:31][CH:32]=[CH:33]2)[CH2:19][CH2:20][CH2:21][CH2:22][CH2:23]CC.N[C@H](C(O)=O)CCCCN.